Dataset: Full USPTO retrosynthesis dataset with 1.9M reactions from patents (1976-2016). Task: Predict the reactants needed to synthesize the given product. (1) Given the product [OH:8][C:7]([C:15]1[CH:20]=[CH:19][CH:18]=[CH:17][CH:16]=1)([C:1]1[CH:2]=[CH:3][CH:4]=[CH:5][CH:6]=1)[CH:9]1[CH2:14][CH2:13][N:12]([C:40](=[O:41])[CH2:39][N:23]2[CH2:24][CH2:25][C:26]([C:27]3[CH:32]=[CH:31][CH:30]=[CH:29][CH:28]=3)([C:33]3[CH:38]=[CH:37][CH:36]=[CH:35][CH:34]=3)[C:22]2=[O:21])[CH2:11][CH2:10]1, predict the reactants needed to synthesize it. The reactants are: [C:1]1([C:7]([C:15]2[CH:20]=[CH:19][CH:18]=[CH:17][CH:16]=2)([CH:9]2[CH2:14][CH2:13][NH:12][CH2:11][CH2:10]2)[OH:8])[CH:6]=[CH:5][CH:4]=[CH:3][CH:2]=1.[O:21]=[C:22]1[C:26]([C:33]2[CH:38]=[CH:37][CH:36]=[CH:35][CH:34]=2)([C:27]2[CH:32]=[CH:31][CH:30]=[CH:29][CH:28]=2)[CH2:25][CH2:24][N:23]1[CH2:39][C:40](O)=[O:41].Cl.C(N=C=NCCCN(C)C)C. (2) The reactants are: [CH3:1][O:2][C:3]1[CH:12]=[C:11]2[C:6]([N:7]=[CH:8][C:9](=[O:16])[N:10]2[CH2:13][CH:14]=O)=[CH:5][CH:4]=1.[O:17]1[C:22]2[CH:23]=[CH:24][C:25]([CH2:27][N:28]([CH:36]3[CH2:41][CH2:40][NH:39][CH2:38][CH2:37]3)[C:29](=[O:35])[O:30][C:31]([CH3:34])([CH3:33])[CH3:32])=[CH:26][C:21]=2[O:20][CH2:19][CH2:18]1.C(O[BH-](OC(=O)C)OC(=O)C)(=O)C.[Na+].C(=O)([O-])O.[Na+]. Given the product [O:17]1[C:22]2[CH:23]=[CH:24][C:25]([CH2:27][N:28]([CH:36]3[CH2:41][CH2:40][N:39]([CH2:14][CH2:13][N:10]4[C:11]5[C:6](=[CH:5][CH:4]=[C:3]([O:2][CH3:1])[CH:12]=5)[N:7]=[CH:8][C:9]4=[O:16])[CH2:38][CH2:37]3)[C:29](=[O:35])[O:30][C:31]([CH3:34])([CH3:32])[CH3:33])=[CH:26][C:21]=2[O:20][CH2:19][CH2:18]1, predict the reactants needed to synthesize it. (3) Given the product [NH2:1][C:2]1[CH:11]=[C:10]([C:12]([F:13])([F:14])[F:15])[C:9]([I:16])=[CH:8][C:3]=1[C:4]([O:6][CH3:7])=[O:5], predict the reactants needed to synthesize it. The reactants are: [NH2:1][C:2]1[CH:11]=[C:10]([C:12]([F:15])([F:14])[F:13])[CH:9]=[CH:8][C:3]=1[C:4]([O:6][CH3:7])=[O:5].[I:16]I. (4) Given the product [CH3:11][C:2]([CH3:1])([CH2:8][C:9]#[C:10][C:14](=[O:15])[C:13]([CH3:18])([CH3:17])[CH3:12])[C:3]([O:5][CH2:6][CH3:7])=[O:4], predict the reactants needed to synthesize it. The reactants are: [CH3:1][C:2]([CH3:11])([CH2:8][C:9]#[CH:10])[C:3]([O:5][CH2:6][CH3:7])=[O:4].[CH3:12][C:13]([CH3:18])([CH3:17])[C:14](Cl)=[O:15]. (5) The reactants are: [OH:1][CH:2]1[CH2:6][CH2:5][N:4]([C:7]([C:9]2[CH:14]=[C:13]([S:15]([CH3:18])(=[O:17])=[O:16])[CH:12]=[CH:11][C:10]=2[O:19][CH:20]([CH3:22])[CH3:21])=[O:8])[CH2:3]1.O[C:24]1[CH:29]=[CH:28][C:27]([C:30]([F:33])([F:32])[F:31])=[CH:26][CH:25]=1. Given the product [CH:20]([O:19][C:10]1[CH:11]=[CH:12][C:13]([S:15]([CH3:18])(=[O:17])=[O:16])=[CH:14][C:9]=1[C:7]([N:4]1[CH2:5][CH2:6][CH:2]([O:1][C:24]2[CH:29]=[CH:28][C:27]([C:30]([F:33])([F:32])[F:31])=[CH:26][CH:25]=2)[CH2:3]1)=[O:8])([CH3:22])[CH3:21], predict the reactants needed to synthesize it.